Dataset: CYP2C9 inhibition data for predicting drug metabolism from PubChem BioAssay. Task: Regression/Classification. Given a drug SMILES string, predict its absorption, distribution, metabolism, or excretion properties. Task type varies by dataset: regression for continuous measurements (e.g., permeability, clearance, half-life) or binary classification for categorical outcomes (e.g., BBB penetration, CYP inhibition). Dataset: cyp2c9_veith. (1) The drug is C[NH2+]CCCCC[NH2+]CCC1C[C@H]2CCC[C@@H](C1)C2. The result is 0 (non-inhibitor). (2) The drug is CS(=O)(=O)Nc1cccc(-c2nc(Nc3ccccc3)c3ccccc3n2)c1. The result is 0 (non-inhibitor). (3) The result is 0 (non-inhibitor). The compound is CC(C)CO/N=C1/C[C@@H](O)[C@@H](O)[C@H]2[C@@H]1CC[C@H]1C(=O)N(c3ccc(F)cc3F)C(=O)[C@H]21. (4) The drug is CN(CCc1ccc(Cl)c(Cl)c1)C[C@@H](O)COc1ccc(NS(C)(=O)=O)cc1. The result is 1 (inhibitor).